Dataset: Full USPTO retrosynthesis dataset with 1.9M reactions from patents (1976-2016). Task: Predict the reactants needed to synthesize the given product. (1) Given the product [Cl:42][C:40]1[CH:39]=[CH:38][C:36]2[N:37]=[C:33]([NH:31][N:32]=[CH:29][C:27]3[S:28][C:24]([N+:21]([O-:23])=[O:22])=[CH:25][CH:26]=3)[S:34][C:35]=2[CH:41]=1, predict the reactants needed to synthesize it. The reactants are: S1C2C=CC=CC=2N=C1NN=CC1OC([N+]([O-])=O)=CC=1.[N+:21]([C:24]1[S:28][C:27]([CH:29]=O)=[CH:26][CH:25]=1)([O-:23])=[O:22].[NH:31]([C:33]1[S:34][C:35]2[CH:41]=[C:40]([Cl:42])[CH:39]=[CH:38][C:36]=2[N:37]=1)[NH2:32]. (2) Given the product [OH:15][C:8]1([C:34]2[C:33]([OH:36])=[CH:32][C:31]3[O:27][CH2:28][CH2:29][C:30]=3[CH:35]=2)[C:9]2[C:14](=[CH:13][CH:12]=[CH:11][CH:10]=2)[N:6]([CH2:1][CH2:2][CH2:3][CH2:4][CH3:5])[C:7]1=[O:16], predict the reactants needed to synthesize it. The reactants are: [CH2:1]([N:6]1[C:14]2[C:9](=[CH:10][CH:11]=[CH:12][CH:13]=2)[C:8](=[O:15])[C:7]1=[O:16])[CH2:2][CH2:3][CH2:4][CH3:5].O1C2C=CC(O)=CC=2OC1.[O:27]1[C:31]2[CH:32]=[C:33]([OH:36])[CH:34]=[CH:35][C:30]=2[CH2:29][CH2:28]1. (3) Given the product [C:3]([CH2:11][C:12]([OH:14])=[O:13])(=[O:10])[C:4]1[CH:9]=[CH:8][CH:7]=[CH:6][CH:5]=1, predict the reactants needed to synthesize it. The reactants are: [OH-].[Na+].[C:3]([CH2:11][C:12]([O:14]CC)=[O:13])(=[O:10])[C:4]1[CH:9]=[CH:8][CH:7]=[CH:6][CH:5]=1. (4) Given the product [F:1][C:2]1[CH:3]=[CH:4][C:5]2[N:9]=[C:8]([C:10]3[O:11][C:12]([CH3:15])=[CH:13][CH:14]=3)[N:7]([C:16]3[C:24]4[O:23][CH2:22][C@@H:21]([NH:25][C:26]5[CH:39]=[CH:38][C:29]6[C@H:30]([CH2:33][C:34]([OH:36])=[O:35])[CH2:31][O:32][C:28]=6[CH:27]=5)[C:20]=4[CH:19]=[CH:18][CH:17]=3)[C:6]=2[CH:46]=1, predict the reactants needed to synthesize it. The reactants are: [F:1][C:2]1[CH:3]=[CH:4][C:5]2[N:9]=[C:8]([C:10]3[O:11][C:12]([CH3:15])=[CH:13][CH:14]=3)[N:7]([C:16]3[C:24]4[O:23][CH2:22][C@@H:21]([N:25](C(=O)C(F)(F)F)[C:26]5[CH:39]=[CH:38][C:29]6[C@H:30]([CH2:33][C:34]([O:36]C)=[O:35])[CH2:31][O:32][C:28]=6[CH:27]=5)[C:20]=4[CH:19]=[CH:18][CH:17]=3)[C:6]=2[CH:46]=1.[OH-].[Na+].Cl. (5) The reactants are: C(N(C(C)C)CC)(C)C.[CH2:10]([C:12]([O:14][CH:15](I)[C:16]([O:18][CH2:19][CH2:20][CH2:21][CH3:22])=[O:17])=[S:13])[CH3:11].[C:24]([OH:29])(=[O:28])[CH:25]([CH3:27])[CH3:26]. Given the product [CH2:10]([C:12]([O:14][CH:15]([O:29][C:24](=[O:28])[CH:25]([CH3:27])[CH3:26])[C:16]([O:18][CH2:19][CH2:20][CH2:21][CH3:22])=[O:17])=[S:13])[CH3:11], predict the reactants needed to synthesize it.